From a dataset of NCI-60 drug combinations with 297,098 pairs across 59 cell lines. Regression. Given two drug SMILES strings and cell line genomic features, predict the synergy score measuring deviation from expected non-interaction effect. Drug 1: CC(CN1CC(=O)NC(=O)C1)N2CC(=O)NC(=O)C2. Drug 2: CC1=C(N=C(N=C1N)C(CC(=O)N)NCC(C(=O)N)N)C(=O)NC(C(C2=CN=CN2)OC3C(C(C(C(O3)CO)O)O)OC4C(C(C(C(O4)CO)O)OC(=O)N)O)C(=O)NC(C)C(C(C)C(=O)NC(C(C)O)C(=O)NCCC5=NC(=CS5)C6=NC(=CS6)C(=O)NCCC[S+](C)C)O. Cell line: NCIH23. Synergy scores: CSS=26.0, Synergy_ZIP=-9.65, Synergy_Bliss=-6.16, Synergy_Loewe=-1.83, Synergy_HSA=-1.05.